Dataset: Catalyst prediction with 721,799 reactions and 888 catalyst types from USPTO. Task: Predict which catalyst facilitates the given reaction. Reactant: [OH:1][CH:2]([CH2:8][N:9]([CH3:22])[S:10]([C:13]1[CH:18]=[CH:17][CH:16]=[CH:15][C:14]=1[N+:19]([O-:21])=[O:20])(=[O:12])=[O:11])[CH2:3][C:4]([O:6]C)=[O:5].[Li+:23].[OH-]. Product: [OH:1][CH:2]([CH2:8][N:9]([CH3:22])[S:10]([C:13]1[CH:18]=[CH:17][CH:16]=[CH:15][C:14]=1[N+:19]([O-:21])=[O:20])(=[O:11])=[O:12])[CH2:3][C:4]([O-:6])=[O:5].[Li+:23]. The catalyst class is: 24.